Predict the product of the given reaction. From a dataset of Forward reaction prediction with 1.9M reactions from USPTO patents (1976-2016). (1) The product is: [N:51]1([CH:57]2[CH2:62][CH2:61][N:60]([C:63]3[CH:64]=[CH:65][C:66]([NH:69][C:19](=[O:21])[C:18]4[CH:22]=[CH:23][C:15]([S:12](=[O:13])(=[O:14])[NH:11][C:6]5[CH:7]=[CH:8][CH:9]=[CH:10][C:5]=5[O:4][C:3]5[CH:24]=[CH:25][C:26]([Cl:28])=[CH:27][C:2]=5[Cl:1])=[CH:16][CH:17]=4)=[CH:67][CH:68]=3)[CH2:59][CH2:58]2)[CH2:52][CH2:53][CH2:54][CH2:55][CH2:56]1. Given the reactants [Cl:1][C:2]1[CH:27]=[C:26]([Cl:28])[CH:25]=[CH:24][C:3]=1[O:4][C:5]1[CH:10]=[CH:9][CH:8]=[CH:7][C:6]=1[NH:11][S:12]([C:15]1[CH:23]=[CH:22][C:18]([C:19]([OH:21])=O)=[CH:17][CH:16]=1)(=[O:14])=[O:13].ON1C2C=CC=CC=2N=N1.CCN=C=NCCCN(C)C.Cl.[N:51]1([CH:57]2[CH2:62][CH2:61][N:60]([C:63]3[CH:68]=[CH:67][C:66]([NH2:69])=[CH:65][CH:64]=3)[CH2:59][CH2:58]2)[CH2:56][CH2:55][CH2:54][CH2:53][CH2:52]1, predict the reaction product. (2) The product is: [N+:9]([C:3]1[C:4]([NH2:8])=[N:5][CH:6]=[CH:7][C:2]=1[C:20]1[CH:25]=[CH:24][N:23]=[CH:22][CH:21]=1)([O-:11])=[O:10]. Given the reactants Cl[C:2]1[CH:7]=[CH:6][N:5]=[C:4]([NH2:8])[C:3]=1[N+:9]([O-:11])=[O:10].CC1(C)C(C)(C)OB([C:20]2[CH:25]=[CH:24][N:23]=[CH:22][CH:21]=2)O1.O.C([O-])([O-])=O.[Na+].[Na+], predict the reaction product. (3) Given the reactants C([N+](CCCC)(CCCC)CCCC)CCC.[P:18]([O:22][CH2:23][C@@H:24]1[C@@H:28]([O:29][P:30]([O:33][CH2:34][C@@H:35]2[C@@H:39]([OH:40])[C@@H:38]([OH:41])[C@H:37]([N:42]3[CH:50]=[N:49][C:48]4[C:43]3=[N:44][CH:45]=[N:46][C:47]=4[NH2:51])[O:36]2)([OH:32])=[O:31])[CH2:27][C@H:26]([N:52]2[CH:57]=[CH:56][C:55]([NH2:58])=[N:54][C:53]2=[O:59])[O:25]1)([OH:21])([OH:20])=[O:19].[N:60]([C:63]1[CH:91]=[CH:90][C:66]([CH2:67][O:68][C:69]([NH:71][CH2:72][CH2:73][CH2:74][C@H:75]([NH:82][C:83]([O:85][C:86]([CH3:89])([CH3:88])[CH3:87])=[O:84])[C:76](OCC#N)=[O:77])=[O:70])=[CH:65][CH:64]=1)=[N+:61]=[N-:62], predict the reaction product. The product is: [N:60]([C:63]1[CH:91]=[CH:90][C:66]([CH2:67][O:68][C:69]([NH:71][CH2:72][CH2:73][CH2:74][C@@H:75]([NH:82][C:83]([O:85][C:86]([CH3:87])([CH3:89])[CH3:88])=[O:84])[C:76]([O:40][C@H:39]2[C@@H:38]([OH:41])[C@H:37]([N:42]3[CH:50]=[N:49][C:48]4[C:43]3=[N:44][CH:45]=[N:46][C:47]=4[NH2:51])[O:36][C@H:35]2[CH2:34][O:33][P:30]([O:29][C@H:28]2[CH2:27][C@H:26]([N:52]3[CH:57]=[CH:56][C:55]([NH2:58])=[N:54][C:53]3=[O:59])[O:25][C@@H:24]2[CH2:23][O:22][P:18]([OH:21])([OH:20])=[O:19])([OH:32])=[O:31])=[O:77])=[O:70])=[CH:65][CH:64]=1)=[N+:61]=[N-:62]. (4) Given the reactants CC#N.O[Li].O.[CH3:7][S:8]([C:11]1[CH:16]=[CH:15][C:14]([CH:17]([CH2:31][CH:32]2[CH2:37][CH2:36][O:35][CH2:34][CH2:33]2)[C:18]([NH:20][C:21]2[S:22][C:23]([C:26]([O:28]CC)=[O:27])=[CH:24][N:25]=2)=[O:19])=[CH:13][CH:12]=1)(=[O:10])=[O:9], predict the reaction product. The product is: [CH3:7][S:8]([C:11]1[CH:12]=[CH:13][C:14]([CH:17]([CH2:31][CH:32]2[CH2:33][CH2:34][O:35][CH2:36][CH2:37]2)[C:18]([NH:20][C:21]2[S:22][C:23]([C:26]([OH:28])=[O:27])=[CH:24][N:25]=2)=[O:19])=[CH:15][CH:16]=1)(=[O:10])=[O:9].